From a dataset of Full USPTO retrosynthesis dataset with 1.9M reactions from patents (1976-2016). Predict the reactants needed to synthesize the given product. Given the product [C:21]([C:23]1[CH:24]=[C:25]([S:29]([NH:1][CH2:2][C@@H:3]([OH:20])[CH2:4][N:5]2[CH2:10][CH2:9][CH:8]([O:11][C:12]3[CH:17]=[CH:16][C:15]([Cl:18])=[C:14]([Cl:19])[CH:13]=3)[CH2:7][CH2:6]2)(=[O:31])=[O:30])[CH:26]=[CH:27][CH:28]=1)#[N:22], predict the reactants needed to synthesize it. The reactants are: [NH2:1][CH2:2][C@@H:3]([OH:20])[CH2:4][N:5]1[CH2:10][CH2:9][CH:8]([O:11][C:12]2[CH:17]=[CH:16][C:15]([Cl:18])=[C:14]([Cl:19])[CH:13]=2)[CH2:7][CH2:6]1.[C:21]([C:23]1[CH:24]=[C:25]([S:29](Cl)(=[O:31])=[O:30])[CH:26]=[CH:27][CH:28]=1)#[N:22].